This data is from Forward reaction prediction with 1.9M reactions from USPTO patents (1976-2016). The task is: Predict the product of the given reaction. (1) Given the reactants [Br:1][C:2]1[N:7]=[CH:6][C:5]([CH2:8][N:9]2[C:14]3[N:15]=[CH:16][CH:17]=[CH:18][C:13]=3[C:12](=O)[C:11]([C:20]([O:22][CH2:23][CH3:24])=[O:21])=[N:10]2)=[CH:4][CH:3]=1.COC1C=CC(P2(SP(C3C=CC(OC)=CC=3)(=S)S2)=[S:34])=CC=1, predict the reaction product. The product is: [Br:1][C:2]1[N:7]=[CH:6][C:5]([CH2:8][N:9]2[C:14]3[N:15]=[CH:16][CH:17]=[CH:18][C:13]=3[C:12](=[S:34])[C:11]([C:20]([O:22][CH2:23][CH3:24])=[O:21])=[N:10]2)=[CH:4][CH:3]=1. (2) Given the reactants [NH:1]([C:23]([O:25][CH2:26][C:27]1[CH:32]=[CH:31][CH:30]=[CH:29][CH:28]=1)=[O:24])[C@@H:2]([C:13]([NH:15][C:16]([C:19]([O:21]C)=[O:20])([CH3:18])[CH3:17])=[O:14])[CH2:3][C:4]1[C:12]2[C:7](=[CH:8][CH:9]=[CH:10][CH:11]=2)[NH:6][CH:5]=1.O.[OH-].[Na+], predict the reaction product. The product is: [NH:1]([C:23]([O:25][CH2:26][C:27]1[CH:28]=[CH:29][CH:30]=[CH:31][CH:32]=1)=[O:24])[C@@H:2]([C:13]([NH:15][C:16]([C:19]([OH:21])=[O:20])([CH3:18])[CH3:17])=[O:14])[CH2:3][C:4]1[C:12]2[C:7](=[CH:8][CH:9]=[CH:10][CH:11]=2)[NH:6][CH:5]=1. (3) Given the reactants [NH2:1][C:2]1[CH:7]=[C:6]([C:8]([O:10][CH3:11])=[O:9])[CH:5]=[CH:4][C:3]=1[NH:12][C:13]1[CH:22]=[C:21]([Cl:23])[CH:20]=[CH:19][C:14]=1[C:15](OC)=[O:16], predict the reaction product. The product is: [Cl:23][C:21]1[CH:20]=[CH:19][C:14]2[C:15](=[O:16])[NH:1][C:2]3[CH:7]=[C:6]([C:8]([O:10][CH3:11])=[O:9])[CH:5]=[CH:4][C:3]=3[NH:12][C:13]=2[CH:22]=1. (4) Given the reactants [Cl:1][C:2]1[N:7]=[C:6]([NH:8][NH:9][C:10](=[O:30])[C@H:11]([CH2:24][CH:25]2[CH2:29][CH2:28][CH2:27][CH2:26]2)[CH2:12][N:13]([O:16]CC2C=CC=CC=2)[CH:14]=[O:15])[C:5]([F:31])=[C:4]([NH:32][CH:33]2[CH2:38][CH2:37][O:36][CH2:35][CH2:34]2)[N:3]=1, predict the reaction product. The product is: [Cl:1][C:2]1[N:7]=[C:6]([NH:8][NH:9][C:10](=[O:30])[C@H:11]([CH2:24][CH:25]2[CH2:26][CH2:27][CH2:28][CH2:29]2)[CH2:12][N:13]([OH:16])[CH:14]=[O:15])[C:5]([F:31])=[C:4]([NH:32][CH:33]2[CH2:38][CH2:37][O:36][CH2:35][CH2:34]2)[N:3]=1. (5) Given the reactants [F:1][C:2]1[CH:3]=[C:4]([CH:9]=[CH:10][C:11]=1[O:12][CH:13]1[CH2:16][O:15][CH2:14]1)[C:5]([O:7]C)=[O:6].[OH-].[K+], predict the reaction product. The product is: [F:1][C:2]1[CH:3]=[C:4]([CH:9]=[CH:10][C:11]=1[O:12][CH:13]1[CH2:14][O:15][CH2:16]1)[C:5]([OH:7])=[O:6].